From a dataset of Forward reaction prediction with 1.9M reactions from USPTO patents (1976-2016). Predict the product of the given reaction. Given the reactants [F:1][C:2]([F:42])([F:41])[C:3]1[CH:4]=[C:5]([CH:34]=[C:35]([C:37]([F:40])([F:39])[F:38])[CH:36]=1)[CH2:6][N:7]([CH2:14][C:15]1[CH:20]=[C:19]([C:21]([F:24])([F:23])[F:22])[C:18]([CH3:25])=[CH:17][C:16]=1[C:26]([CH:28]1[CH2:33][CH2:32][CH2:31][CH2:30][CH2:29]1)=[O:27])[C:8]1[N:9]=[N:10][N:11]([CH3:13])[N:12]=1.[CH3:43][Mg]Br.Cl.C(OCC)(=O)C, predict the reaction product. The product is: [F:42][C:2]([F:1])([F:41])[C:3]1[CH:4]=[C:5]([CH:34]=[C:35]([C:37]([F:38])([F:39])[F:40])[CH:36]=1)[CH2:6][N:7]([CH2:14][C:15]1[CH:20]=[C:19]([C:21]([F:24])([F:23])[F:22])[C:18]([CH3:25])=[CH:17][C:16]=1[C:26]([CH:28]1[CH2:33][CH2:32][CH2:31][CH2:30][CH2:29]1)([OH:27])[CH3:43])[C:8]1[N:9]=[N:10][N:11]([CH3:13])[N:12]=1.